This data is from Catalyst prediction with 721,799 reactions and 888 catalyst types from USPTO. The task is: Predict which catalyst facilitates the given reaction. Reactant: [NH:1]1[CH2:5][CH2:4][CH2:3][CH2:2]1.Cl[CH2:7][CH2:8][CH2:9][OH:10].C(=O)([O-])[O-].[K+].[K+]. Product: [N:1]1([CH2:7][CH2:8][CH2:9][OH:10])[CH2:5][CH2:4][CH2:3][CH2:2]1. The catalyst class is: 10.